From a dataset of Reaction yield outcomes from USPTO patents with 853,638 reactions. Predict the reaction yield, written as a fraction of the theoretical maximum amount of product (1.0 means a 100% yield; for example, 0.34 means a 34% yield). (1) The reactants are Br[C:2]1[CH:7]=[CH:6][CH:5]=[C:4]([Br:8])[N:3]=1.C([Li])CCC.Br[C:15]1[S:19][C:18]([C:20]2[N:24]3[N:25]=[C:26]([CH3:34])[CH:27]=[C:28]([CH:29]([CH2:32][CH3:33])[CH2:30][CH3:31])[C:23]3=[N:22][C:21]=2[CH3:35])=[C:17]([CH3:36])[CH:16]=1. The catalyst is [Cl-].[Cl-].[Zn+2].C1C=CC(P(C2C=CC=CC=2)[C-]2C=CC=C2)=CC=1.C1C=CC(P(C2C=CC=CC=2)[C-]2C=CC=C2)=CC=1.Cl[Pd]Cl.[Fe+2]. The product is [Br:8][C:4]1[N:3]=[C:2]([C:15]2[S:19][C:18]([C:20]3[N:24]4[N:25]=[C:26]([CH3:34])[CH:27]=[C:28]([CH:29]([CH2:32][CH3:33])[CH2:30][CH3:31])[C:23]4=[N:22][C:21]=3[CH3:35])=[C:17]([CH3:36])[CH:16]=2)[CH:7]=[CH:6][CH:5]=1. The yield is 0.290. (2) The catalyst is C(#N)C.[Os](=O)(=O)(=O)=O. The yield is 0.770. The reactants are [CH2:1]([C:4]1[CH:9]=[CH:8][N:7]=[C:6]([C:10]([O:12][CH2:13][CH3:14])=[O:11])[CH:5]=1)[CH:2]=[CH2:3].[OH2:15].C[N+]1([O-])CC[O:20]CC1.[O-]S([O-])(=S)=O.[Na+].[Na+]. The product is [OH:15][CH:2]([CH2:3][OH:20])[CH2:1][C:4]1[CH:9]=[CH:8][N:7]=[C:6]([C:10]([O:12][CH2:13][CH3:14])=[O:11])[CH:5]=1. (3) The reactants are [F:1][C:2]([F:25])([F:24])[O:3][C:4]1[CH:23]=[CH:22][C:7]([O:8][CH:9]2[CH2:14][CH2:13][N:12]([C:15]3[CH:20]=[CH:19][C:18]([OH:21])=[CH:17][CH:16]=3)[CH2:11][CH2:10]2)=[CH:6][CH:5]=1.[H-].[Na+].Br[C:29]1[N:30]([CH2:37][C@:38]2([CH3:41])[CH2:40][O:39]2)[CH:31]=[C:32]([N+:34]([O-:36])=[O:35])[N:33]=1. The catalyst is CN(C)C=O. The product is [CH3:40][C@@:38]1([CH2:41][O:21][C:18]2[CH:19]=[CH:20][C:15]([N:12]3[CH2:11][CH2:10][CH:9]([O:8][C:7]4[CH:22]=[CH:23][C:4]([O:3][C:2]([F:1])([F:24])[F:25])=[CH:5][CH:6]=4)[CH2:14][CH2:13]3)=[CH:16][CH:17]=2)[O:39][C:29]2=[N:33][C:32]([N+:34]([O-:36])=[O:35])=[CH:31][N:30]2[CH2:37]1. The yield is 0.330. (4) The reactants are [F:1][CH:2]([F:38])[C:3]1[N:7]([C:8]2[N:13]=[C:12]([N:14]3[CH2:19][CH2:18][O:17][CH2:16][CH2:15]3)[N:11]=[C:10]([N:20]3[CH2:25][CH2:24][N:23]([C:26]([O:28][C:29]([CH3:32])([CH3:31])[CH3:30])=[O:27])[CH2:22][CH2:21]3)[N:9]=2)[C:6]2[CH:33]=[CH:34][CH:35]=[C:36]([OH:37])[C:5]=2[N:4]=1.Br[CH2:40][CH2:41][CH2:42][OH:43].C([O-])([O-])=O.[K+].[K+].O. The catalyst is CN(C=O)C. The product is [F:38][CH:2]([F:1])[C:3]1[N:7]([C:8]2[N:13]=[C:12]([N:14]3[CH2:15][CH2:16][O:17][CH2:18][CH2:19]3)[N:11]=[C:10]([N:20]3[CH2:25][CH2:24][N:23]([C:26]([O:28][C:29]([CH3:32])([CH3:30])[CH3:31])=[O:27])[CH2:22][CH2:21]3)[N:9]=2)[C:6]2[CH:33]=[CH:34][CH:35]=[C:36]([O:37][CH2:40][CH2:41][CH2:42][OH:43])[C:5]=2[N:4]=1. The yield is 0.990. (5) The product is [C:6]12([C:16]3[CH:17]=[CH:18][C:19]([NH:22][C:23](=[O:29])[C:24]([OH:26])=[O:25])=[CH:20][CH:21]=3)[CH2:7][CH:8]3[CH2:9][CH:10]([CH2:11][CH:12]([CH2:14]3)[CH2:13]1)[CH2:15]2. The yield is 0.900. The reactants are C1COCC1.[C:6]12([C:16]3[CH:21]=[CH:20][C:19]([NH:22][C:23](=[O:29])[C:24]([O:26]CC)=[O:25])=[CH:18][CH:17]=3)[CH2:15][CH:10]3[CH2:11][CH:12]([CH2:14][CH:8]([CH2:9]3)[CH2:7]1)[CH2:13]2.[OH-].[Na+].Cl. The catalyst is C(O)C.